Predict the product of the given reaction. From a dataset of Forward reaction prediction with 1.9M reactions from USPTO patents (1976-2016). (1) The product is: [NH2:12][C:11]1[O:32][C:31]2[N:27]([C:21]3[CH:26]=[CH:25][CH:24]=[CH:23][CH:22]=3)[N:28]=[C:1]([C:2]3[CH:7]=[CH:6][CH:5]=[CH:4][CH:3]=3)[C:30]=2[CH:29]([C:33]2[CH:38]=[CH:37][CH:36]=[CH:35][CH:34]=2)[C:10]=1[C:9]#[N:13]. Given the reactants [CH:1](=O)[C:2]1[CH:7]=[CH:6][CH:5]=[CH:4][CH:3]=1.[C:9](#[N:13])[CH2:10][C:11]#[N:12].C(N(CC)CC)C.[C:21]1([N:27]2[C:31](=[O:32])[CH2:30][C:29]([C:33]3[CH:38]=[CH:37][CH:36]=[CH:35][CH:34]=3)=[N:28]2)[CH:26]=[CH:25][CH:24]=[CH:23][CH:22]=1, predict the reaction product. (2) Given the reactants [O:1](C(OC(C)(C)C)=O)[C:2]([O:4][C:5]([CH3:8])([CH3:7])[CH3:6])=O.[F:16][C:17]([F:33])([F:32])[C:18]([C:24]1[CH:29]=[CH:28][C:27]([CH:30]=[CH2:31])=[CH:26][CH:25]=1)([OH:23])[C:19]([F:22])([F:21])[F:20].C([O-])([O-])=O.[K+].[K+], predict the reaction product. The product is: [C:2](=[O:1])([O:23][C:18]([C:24]1[CH:29]=[CH:28][C:27]([CH:30]=[CH2:31])=[CH:26][CH:25]=1)([C:19]([F:21])([F:20])[F:22])[C:17]([F:32])([F:33])[F:16])[O:4][C:5]([CH3:8])([CH3:7])[CH3:6].